From a dataset of Forward reaction prediction with 1.9M reactions from USPTO patents (1976-2016). Predict the product of the given reaction. (1) Given the reactants [NH2:1][C:2]1[N:7]=[C:6]([N:8]2[CH2:13][CH2:12][CH:11]([C:14]([O:16][CH3:17])=[O:15])[CH2:10][CH2:9]2)[C:5]([Cl:18])=[CH:4][C:3]=1[C:19]1[O:20][C:21]([CH2:24][CH3:25])=[CH:22][N:23]=1.[H-].[Na+].CI.[CH3:30]COC(C)=O, predict the reaction product. The product is: [Cl:18][C:5]1[C:6]([N:8]2[CH2:13][CH2:12][CH:11]([C:14]([O:16][CH3:17])=[O:15])[CH2:10][CH2:9]2)=[N:7][C:2]([NH:1][CH3:30])=[C:3]([C:19]2[O:20][C:21]([CH2:24][CH3:25])=[CH:22][N:23]=2)[CH:4]=1. (2) Given the reactants Cl.[NH2:2][C@@H:3]([C:11]([CH3:14])([CH3:13])[CH3:12])[C:4]([O:6][C:7]([CH3:10])([CH3:9])[CH3:8])=[O:5].[C:15](=O)([O:24][C@H:25]1[CH2:29][CH2:28][O:27][CH2:26]1)[O:16]N1C(=O)CCC1=O.CCN(C(C)C)C(C)C, predict the reaction product. The product is: [CH3:12][C:11]([CH3:14])([CH3:13])[C@H:3]([NH:2][C:15]([O:24][C@H:25]1[CH2:29][CH2:28][O:27][CH2:26]1)=[O:16])[C:4]([O:6][C:7]([CH3:8])([CH3:10])[CH3:9])=[O:5].